Predict the reactants needed to synthesize the given product. From a dataset of Full USPTO retrosynthesis dataset with 1.9M reactions from patents (1976-2016). (1) Given the product [Pd:2].[CH3:18]/[C:16](/[O-:17])=[CH:12]/[C:3]([CH3:4])=[O:6].[CH3:18]/[C:16](/[O-:17])=[CH:12]/[C:8]([CH3:9])=[O:11].[Pd+2:2], predict the reactants needed to synthesize it. The reactants are: O.[Pd:2].[C:3]([O-:6])(=O)[CH3:4].[Pd+2].[C:8]([O-:11])(=O)[CH3:9].[CH2:12]([C:16]([CH3:18])=[O:17])C(C)C. (2) Given the product [Cl:30][C:17]1[N:18]=[N:19][C:20]([C:21]2[CH:26]=[CH:25][CH:24]=[CH:23][CH:22]=2)=[C:15]([N:12]2[CH2:13][CH2:14][N:9]([C:1]([C:2]3[CH:7]=[CH:6][CH:5]=[CH:4][CH:3]=3)=[O:8])[CH2:10][CH2:11]2)[CH:16]=1, predict the reactants needed to synthesize it. The reactants are: [C:1]([N:9]1[CH2:14][CH2:13][N:12]([C:15]2[C:20]([C:21]3[CH:26]=[CH:25][CH:24]=[CH:23][CH:22]=3)=[N:19][NH:18][C:17](=O)[CH:16]=2)[CH2:11][CH2:10]1)(=[O:8])[C:2]1[CH:7]=[CH:6][CH:5]=[CH:4][CH:3]=1.P(Cl)(Cl)([Cl:30])=O. (3) Given the product [NH2:27][C:25](=[O:26])[CH:24]([OH:28])[CH:23]([NH:22][C:15](=[O:17])[C:14]1[CH:18]=[CH:19][CH:20]=[N:21][C:13]=1[C:10]1[S:11][CH:12]=[C:8]([C:5]2[CH:4]=[CH:3][C:2]([F:1])=[CH:7][CH:6]=2)[N:9]=1)[CH2:29][C:30]1[CH:31]=[CH:32][CH:33]=[CH:34][CH:35]=1, predict the reactants needed to synthesize it. The reactants are: [F:1][C:2]1[CH:7]=[CH:6][C:5]([C:8]2[N:9]=[C:10]([C:13]3[N:21]=[CH:20][CH:19]=[CH:18][C:14]=3[C:15]([OH:17])=O)[S:11][CH:12]=2)=[CH:4][CH:3]=1.[NH2:22][CH:23]([CH2:29][C:30]1[CH:35]=[CH:34][CH:33]=[CH:32][CH:31]=1)[CH:24]([OH:28])[C:25]([NH2:27])=[O:26]. (4) Given the product [OH:35][C:34]1[C:22]2[CH2:21][C@@H:20]3[C:27]([CH3:29])([CH3:28])[C@:24]([CH3:30])([C:23]=2[CH:31]=[CH:32][CH:33]=1)[CH2:25][CH2:26][N:19]3[C:17]([C@@H:14]1[CH2:15][CH2:16][C@@H:12]([NH:11][S:7]([C:1]2[CH:6]=[CH:5][CH:4]=[CH:3][CH:2]=2)(=[O:9])=[O:8])[CH2:13]1)=[O:18], predict the reactants needed to synthesize it. The reactants are: [C:1]1([S:7](Cl)(=[O:9])=[O:8])[CH:6]=[CH:5][CH:4]=[CH:3][CH:2]=1.[NH2:11][C@@H:12]1[CH2:16][CH2:15][C@@H:14]([C:17]([N:19]2[CH2:26][CH2:25][C@:24]3([CH3:30])[C:27]([CH3:29])([CH3:28])[C@H:20]2[CH2:21][C:22]2[C:34]([OH:35])=[CH:33][CH:32]=[CH:31][C:23]=23)=[O:18])[CH2:13]1.C(N(CC)CC)C. (5) Given the product [Br:32][CH2:29][CH2:28][CH:9]1[CH2:10][N:11]([S:14]([C:17]2[CH:26]=[CH:25][C:24]3[C:19](=[CH:20][CH:21]=[C:22]([Cl:27])[CH:23]=3)[CH:18]=2)(=[O:16])=[O:15])[CH2:12][CH2:13][N:8]1[C:6]([O:5][C:1]([CH3:4])([CH3:3])[CH3:2])=[O:7], predict the reactants needed to synthesize it. The reactants are: [C:1]([O:5][C:6]([N:8]1[CH2:13][CH2:12][N:11]([S:14]([C:17]2[CH:26]=[CH:25][C:24]3[C:19](=[CH:20][CH:21]=[C:22]([Cl:27])[CH:23]=3)[CH:18]=2)(=[O:16])=[O:15])[CH2:10][CH:9]1[CH2:28][CH2:29]O)=[O:7])([CH3:4])([CH3:3])[CH3:2].C(Br)(Br)(Br)[Br:32].C1(P(C2C=CC=CC=2)C2C=CC=CC=2)C=CC=CC=1.S([O-])([O-])=O.[Na+].[Na+]. (6) Given the product [F:31][C:28]([F:29])([F:30])[C@@H:24]1[CH2:25][CH2:26][CH2:27][N:23]1[C:20]1[N:19]=[CH:18][C:17]([C:2]2[N:7]=[C:6]([NH2:8])[CH:5]=[N:4][CH:3]=2)=[CH:22][N:21]=1, predict the reactants needed to synthesize it. The reactants are: Cl[C:2]1[N:7]=[C:6]([NH2:8])[CH:5]=[N:4][CH:3]=1.CC1(C)C(C)(C)OB([C:17]2[CH:18]=[N:19][C:20]([N:23]3[CH2:27][CH2:26][CH2:25][C@H:24]3[C:28]([F:31])([F:30])[F:29])=[N:21][CH:22]=2)O1.O1CCOCC1.C(=O)([O-])[O-].[Na+].[Na+]. (7) Given the product [Br:50][C:35]1[C:34](=[O:51])[N:33]([CH2:32][C:31]2[CH:30]=[C:29]([CH:54]=[CH:53][CH:52]=2)[CH2:28][NH:27][C:4](=[O:6])[CH2:3][O:2][CH3:1])[C:38]([CH3:39])=[CH:37][C:36]=1[O:40][CH2:41][C:42]1[CH:47]=[CH:46][C:45]([F:48])=[CH:44][C:43]=1[F:49], predict the reactants needed to synthesize it. The reactants are: [CH3:1][O:2][CH2:3][C:4]([OH:6])=O.ON1C2C=CC=CC=2N=N1.CN1CCOCC1.N=C=N.[NH2:27][CH2:28][C:29]1[CH:30]=[C:31]([CH:52]=[CH:53][CH:54]=1)[CH2:32][N:33]1[C:38]([CH3:39])=[CH:37][C:36]([O:40][CH2:41][C:42]2[CH:47]=[CH:46][C:45]([F:48])=[CH:44][C:43]=2[F:49])=[C:35]([Br:50])[C:34]1=[O:51].CN=C=O. (8) The reactants are: [Br:1][C:2]1[C:3]2[N:4]([N:9]=[N:10][N:11]=2)[C:5](Cl)=[N:6][CH:7]=1.[N:12]1([C:18]([O:20][C:21]([CH3:24])([CH3:23])[CH3:22])=[O:19])[CH2:17][CH2:16][NH:15][CH2:14][CH2:13]1.C(N(CC)CC)C. Given the product [Br:1][C:2]1[C:3]2[N:4]([N:9]=[N:10][N:11]=2)[C:5]([N:15]2[CH2:14][CH2:13][N:12]([C:18]([O:20][C:21]([CH3:24])([CH3:23])[CH3:22])=[O:19])[CH2:17][CH2:16]2)=[N:6][CH:7]=1, predict the reactants needed to synthesize it. (9) Given the product [Cl:1][C:2]1[CH:10]=[C:9]2[C:5]([C:6]([C:11]([N:13]3[CH2:14][CH2:15][CH:16]([C:19]4[CH:24]=[CH:23][CH:22]=[CH:21][C:20]=4[C:25]([F:28])([F:27])[F:26])[CH2:17][CH2:18]3)=[O:12])=[CH:7][N:8]2[CH2:30][C:31]([OH:33])=[O:32])=[CH:4][CH:3]=1, predict the reactants needed to synthesize it. The reactants are: [Cl:1][C:2]1[CH:10]=[C:9]2[C:5]([C:6]([C:11]([N:13]3[CH2:18][CH2:17][CH:16]([C:19]4[CH:24]=[CH:23][CH:22]=[CH:21][C:20]=4[C:25]([F:28])([F:27])[F:26])[CH2:15][CH2:14]3)=[O:12])=[CH:7][NH:8]2)=[CH:4][CH:3]=1.Br[CH2:30][C:31]([OH:33])=[O:32]. (10) Given the product [O:3]=[C:4]1[N:9]([CH2:23][C:24]([F:27])([F:26])[F:25])[CH2:8][CH2:7][N:6]([C:10]([O:12][C:13]([CH3:16])([CH3:15])[CH3:14])=[O:11])[CH2:5]1, predict the reactants needed to synthesize it. The reactants are: [H-].[Na+].[O:3]=[C:4]1[NH:9][CH2:8][CH2:7][N:6]([C:10]([O:12][C:13]([CH3:16])([CH3:15])[CH3:14])=[O:11])[CH2:5]1.FC(F)(F)S(O[CH2:23][C:24]([F:27])([F:26])[F:25])(=O)=O.